Dataset: Forward reaction prediction with 1.9M reactions from USPTO patents (1976-2016). Task: Predict the product of the given reaction. (1) Given the reactants [NH2:1][C:2]1[CH:7]=[CH:6][C:5]([C@@H:8]2[CH2:10][C@H:9]2[C:11]([OH:13])=[O:12])=[CH:4][CH:3]=1.[N:14]1[CH:19]=[CH:18][CH:17]=[CH:16][C:15]=1[C:20]1[CH:27]=[CH:26][C:23]([CH:24]=O)=[CH:22][CH:21]=1.[BH-](OC(C)=O)(OC(C)=O)OC(C)=O.[Na+].O, predict the reaction product. The product is: [N:14]1[CH:19]=[CH:18][CH:17]=[CH:16][C:15]=1[C:20]1[CH:21]=[CH:22][C:23]([CH2:24][NH:1][C:2]2[CH:3]=[CH:4][C:5]([C@@H:8]3[CH2:10][C@H:9]3[C:11]([OH:13])=[O:12])=[CH:6][CH:7]=2)=[CH:26][CH:27]=1. (2) Given the reactants [Br:1][C:2]1[C:3]([O:23][CH3:24])=[C:4]([C:9]([CH2:12][S:13]([C:16]2C=CC=C[C:17]=2[OH:22])(=[O:15])=[O:14])=[CH:10][CH:11]=1)[C:5]([O:7][CH3:8])=[O:6].BrC1C(OC)=C(C(CSCCO)=CC=1)C(OC)=O, predict the reaction product. The product is: [Br:1][C:2]1[C:3]([O:23][CH3:24])=[C:4]([C:9]([CH2:12][S:13]([CH2:16][CH2:17][OH:22])(=[O:15])=[O:14])=[CH:10][CH:11]=1)[C:5]([O:7][CH3:8])=[O:6]. (3) Given the reactants C(OC(=O)[N:7]([S:13]([C:16]1[CH:21]=[C:20]([Cl:22])[C:19]([O:23][C:24]2[CH:25]=[N:26][C:27]([C:36]3[CH:41]=[CH:40][CH:39]=[CH:38][C:37]=3[F:42])=[CH:28][C:29]=2[C:30]2[CH:31]=[N:32][N:33]([CH3:35])[CH:34]=2)=[CH:18][C:17]=1[F:43])(=[O:15])=[O:14])[C:8]1[N:9]=[CH:10][S:11][CH:12]=1)(C)(C)C.[F:45][C:46]([F:51])([F:50])[C:47]([OH:49])=[O:48], predict the reaction product. The product is: [F:45][C:46]([F:51])([F:50])[C:47]([OH:49])=[O:48].[Cl:22][C:20]1[C:19]([O:23][C:24]2[CH:25]=[N:26][C:27]([C:36]3[CH:41]=[CH:40][CH:39]=[CH:38][C:37]=3[F:42])=[CH:28][C:29]=2[C:30]2[CH:31]=[N:32][N:33]([CH3:35])[CH:34]=2)=[CH:18][C:17]([F:43])=[C:16]([S:13]([NH:7][C:8]2[N:9]=[CH:10][S:11][CH:12]=2)(=[O:14])=[O:15])[CH:21]=1. (4) Given the reactants [F:1][C:2]1[CH:7]=[CH:6][C:5]([OH:8])=[CH:4][CH:3]=1.C([O-])([O-])=O.[K+].[K+].Cl[CH2:16][C:17](=[O:19])[CH3:18], predict the reaction product. The product is: [F:1][C:2]1[CH:7]=[CH:6][C:5]([O:8][CH2:16][C:17](=[O:19])[CH3:18])=[CH:4][CH:3]=1. (5) Given the reactants [CH3:1][N:2]1[C:6]2[CH:7]=[CH:8][CH:9]=[CH:10][C:5]=2[N:4]=[C:3]1[NH:11][S:12]([C:15]1[CH:20]=[CH:19][CH:18]=[CH:17][CH:16]=1)(=[O:14])=[O:13].Br[CH2:22][C:23]1[CH:28]=[CH:27][CH:26]=[C:25]([C:29]([F:32])([F:31])[F:30])[CH:24]=1.C(=O)([O-])[O-].[K+].[K+], predict the reaction product. The product is: [CH3:1][N:2]1[C:6]2[CH:7]=[CH:8][CH:9]=[CH:10][C:5]=2[N:4]=[C:3]1[N:11]([CH2:22][C:23]1[CH:28]=[CH:27][CH:26]=[C:25]([C:29]([F:30])([F:31])[F:32])[CH:24]=1)[S:12]([C:15]1[CH:20]=[CH:19][CH:18]=[CH:17][CH:16]=1)(=[O:13])=[O:14]. (6) Given the reactants Br.C[O:3][C:4]1[CH:5]=[C:6]2[C:11](=[CH:12][C:13]=1[O:14]C)[N:10]=[CH:9][NH:8][C:7]2=[O:16], predict the reaction product. The product is: [OH:3][C:4]1[CH:5]=[C:6]2[C:11](=[CH:12][C:13]=1[OH:14])[N:10]=[CH:9][NH:8][C:7]2=[O:16]. (7) Given the reactants [F:1][CH:2]([C:5]1[C:6]2[CH2:7][C:8]([CH3:29])([CH3:28])[N:9]=[C:10]([C:22]3[CH:27]=[CH:26][CH:25]=[CH:24][CH:23]=3)[C:11]=2[C:12]2[CH2:19][C:18]([CH3:21])([CH3:20])[O:17][C:13]=2[C:14]=1[O:15][CH3:16])[C:3]#[N:4].C([Li])(C)(C)C.CCCCC.C1C=CC(S(N(S(C2C=CC=CC=2)(=O)=O)[F:50])(=O)=O)=CC=1, predict the reaction product. The product is: [F:1][C:2]([F:50])([C:5]1[C:6]2[CH2:7][C:8]([CH3:29])([CH3:28])[N:9]=[C:10]([C:22]3[CH:27]=[CH:26][CH:25]=[CH:24][CH:23]=3)[C:11]=2[C:12]2[CH2:19][C:18]([CH3:21])([CH3:20])[O:17][C:13]=2[C:14]=1[O:15][CH3:16])[C:3]#[N:4].